Task: Binary Classification. Given a drug SMILES string, predict its activity (active/inactive) in a high-throughput screening assay against a specified biological target.. Dataset: Choline transporter screen with 302,306 compounds The drug is N1(CCc2c1cccc2)c1ncnc2n(nnc12)Cc1ccccc1. The result is 0 (inactive).